Dataset: NCI-60 drug combinations with 297,098 pairs across 59 cell lines. Task: Regression. Given two drug SMILES strings and cell line genomic features, predict the synergy score measuring deviation from expected non-interaction effect. (1) Synergy scores: CSS=19.8, Synergy_ZIP=-11.5, Synergy_Bliss=-4.47, Synergy_Loewe=-5.89, Synergy_HSA=-2.46. Cell line: UACC62. Drug 1: C1CN1C2=NC(=NC(=N2)N3CC3)N4CC4. Drug 2: CN(CCCl)CCCl.Cl. (2) Drug 1: C1CCC(CC1)NC(=O)N(CCCl)N=O. Drug 2: C1=CN(C=N1)CC(O)(P(=O)(O)O)P(=O)(O)O. Cell line: ACHN. Synergy scores: CSS=0.961, Synergy_ZIP=-7.38, Synergy_Bliss=-14.1, Synergy_Loewe=-12.3, Synergy_HSA=-12.2. (3) Drug 1: C1CCN(CC1)CCOC2=CC=C(C=C2)C(=O)C3=C(SC4=C3C=CC(=C4)O)C5=CC=C(C=C5)O. Drug 2: CCN(CC)CCNC(=O)C1=C(NC(=C1C)C=C2C3=C(C=CC(=C3)F)NC2=O)C. Cell line: MOLT-4. Synergy scores: CSS=-1.99, Synergy_ZIP=3.33, Synergy_Bliss=4.00, Synergy_Loewe=-0.503, Synergy_HSA=-0.729.